Dataset: Reaction yield outcomes from USPTO patents with 853,638 reactions. Task: Predict the reaction yield, written as a fraction of the theoretical maximum amount of product (1.0 means a 100% yield; for example, 0.34 means a 34% yield). (1) The reactants are [F:1][C:2]1[CH:7]=[C:6]([F:8])[CH:5]=[CH:4][C:3]=1[C:9]1[CH:14]=[CH:13][C:12]([C@@H:15]([N:17]2[CH2:22][CH2:21][C@@:20]([C:26]3[CH:31]=[CH:30][C:29]([F:32])=[CH:28][CH:27]=3)([CH2:23][CH2:24][OH:25])[O:19][C:18]2=[O:33])[CH3:16])=[CH:11][CH:10]=1.[C:34](Cl)(=[O:45])OC1C=CC([N+]([O-])=O)=CC=1.[NH3:47]. The catalyst is C(Cl)Cl. The product is [C:34](=[O:45])([O:25][CH2:24][CH2:23][C@@:20]1([C:26]2[CH:27]=[CH:28][C:29]([F:32])=[CH:30][CH:31]=2)[O:19][C:18](=[O:33])[N:17]([C@H:15]([C:12]2[CH:13]=[CH:14][C:9]([C:3]3[CH:4]=[CH:5][C:6]([F:8])=[CH:7][C:2]=3[F:1])=[CH:10][CH:11]=2)[CH3:16])[CH2:22][CH2:21]1)[NH2:47]. The yield is 0.350. (2) The reactants are [OH:1][C:2]1[CH:3]=[C:4]([NH:8][C:9]2[N:14]=[C:13]([NH:15][C:16]3[CH:21]=[CH:20][CH:19]=[C:18]([OH:22])[CH:17]=3)[C:12]([F:23])=[CH:11][N:10]=2)[CH:5]=[CH:6][CH:7]=1.OC1C=C(C=CC=1[C:32]([O:34][CH3:35])=[O:33])N.ClC1N=C(Cl)C(F)=CN=1. No catalyst specified. The product is [OH:1][C:2]1[CH:3]=[C:4]([NH:8][C:9]2[N:14]=[C:13]([NH:15][C:16]3[CH:21]=[CH:20][C:19]([C:32]([O:34][CH3:35])=[O:33])=[C:18]([OH:22])[CH:17]=3)[C:12]([F:23])=[CH:11][N:10]=2)[CH:5]=[CH:6][C:7]=1[C:32]([O:34][CH3:35])=[O:33]. The yield is 0.410. (3) The reactants are Cl[C:2]1[N:7]=[CH:6][N:5]=[C:4]([NH:8][C:9]2[CH:10]=[C:11]([CH:16]=[CH:17][CH:18]=2)[C:12]([O:14][CH3:15])=[O:13])[CH:3]=1.[O:19]([C:26]1[CH:32]=[CH:31][C:29]([NH2:30])=[CH:28][CH:27]=1)[C:20]1[CH:25]=[CH:24][CH:23]=[CH:22][CH:21]=1.C(O)(=O)C. The catalyst is C(O)C. The product is [O:19]([C:26]1[CH:27]=[CH:28][C:29]([NH:30][C:2]2[N:7]=[CH:6][N:5]=[C:4]([NH:8][C:9]3[CH:10]=[C:11]([CH:16]=[CH:17][CH:18]=3)[C:12]([O:14][CH3:15])=[O:13])[CH:3]=2)=[CH:31][CH:32]=1)[C:20]1[CH:25]=[CH:24][CH:23]=[CH:22][CH:21]=1. The yield is 0.660. (4) The catalyst is C(Cl)Cl. The yield is 0.860. The reactants are C1C=CC(P(C2C=CC=CC=2)C2C=CC=CC=2)=CC=1.II.[CH2:22]([O:29][N:30]1[C:36](=[O:37])[N:35]2[CH2:38][C@H:31]1[CH2:32][CH2:33][C@H:34]2[C:39]([NH:41][NH:42][C:43](=O)[CH2:44][CH2:45][CH2:46][NH:47][C:48](=[O:54])[O:49][C:50]([CH3:53])([CH3:52])[CH3:51])=[O:40])[C:23]1[CH:28]=[CH:27][CH:26]=[CH:25][CH:24]=1. The product is [CH2:22]([O:29][N:30]1[C:36](=[O:37])[N:35]2[CH2:38][C@H:31]1[CH2:32][CH2:33][C@H:34]2[C:39]1[O:40][C:43]([CH2:44][CH2:45][CH2:46][NH:47][C:48](=[O:54])[O:49][C:50]([CH3:52])([CH3:53])[CH3:51])=[N:42][N:41]=1)[C:23]1[CH:28]=[CH:27][CH:26]=[CH:25][CH:24]=1. (5) The reactants are [Cl:1][C:2]1[CH:10]=[CH:9][C:8]2[C:4](=[CH:5][N:6]([CH2:11][C:12]3[CH:13]=[C:14]([CH:19]=[CH:20][N:21]=3)[C:15]([O:17]C)=[O:16])[N:7]=2)[CH:3]=1.O[Li].O.O. The catalyst is C1COCC1. The product is [Cl:1][C:2]1[CH:10]=[CH:9][C:8]2[C:4](=[CH:5][N:6]([CH2:11][C:12]3[CH:13]=[C:14]([CH:19]=[CH:20][N:21]=3)[C:15]([OH:17])=[O:16])[N:7]=2)[CH:3]=1. The yield is 0.770. (6) The reactants are [NH2:1][C@H:2]([C:8]([O:10][CH2:11][C:12]1[CH:17]=[CH:16][CH:15]=[CH:14][CH:13]=1)=[O:9])[CH2:3][CH2:4][C:5]([OH:7])=[O:6].[C:18]([O:48][C:49]([CH3:52])([CH3:51])[CH3:50])(=[O:47])[CH2:19][CH2:20][CH2:21][CH2:22][CH2:23][CH2:24][CH2:25][CH2:26][CH2:27][CH2:28][CH2:29][CH2:30][CH2:31][CH2:32][C:33](OC1C(F)=C(F)C(F)=C(F)C=1F)=[O:34].CCN(C(C)C)C(C)C.C(O)(=O)CC(CC(O)=O)(C(O)=O)O. The catalyst is CN(C)C=O. The product is [CH2:11]([O:10][C:8](=[O:9])[C@@H:2]([NH:1][C:33](=[O:34])[CH2:32][CH2:31][CH2:30][CH2:29][CH2:28][CH2:27][CH2:26][CH2:25][CH2:24][CH2:23][CH2:22][CH2:21][CH2:20][CH2:19][C:18]([O:48][C:49]([CH3:51])([CH3:50])[CH3:52])=[O:47])[CH2:3][CH2:4][C:5]([OH:7])=[O:6])[C:12]1[CH:13]=[CH:14][CH:15]=[CH:16][CH:17]=1. The yield is 0.441.